Regression. Given a peptide amino acid sequence and an MHC pseudo amino acid sequence, predict their binding affinity value. This is MHC class I binding data. From a dataset of Peptide-MHC class I binding affinity with 185,985 pairs from IEDB/IMGT. (1) The binding affinity (normalized) is 0. The MHC is Mamu-B17 with pseudo-sequence Mamu-B17. The peptide sequence is PINDRPKQAW. (2) The peptide sequence is VTSSGAIYK. The MHC is HLA-A68:01 with pseudo-sequence HLA-A68:01. The binding affinity (normalized) is 0.651. (3) The peptide sequence is FVHTLLKTY. The MHC is HLA-B08:02 with pseudo-sequence HLA-B08:02. The binding affinity (normalized) is 0.0847. (4) The peptide sequence is DWTDGSRGYR. The MHC is HLA-A68:01 with pseudo-sequence HLA-A68:01. The binding affinity (normalized) is 0.0136. (5) The peptide sequence is IVLSGKPAI. The MHC is Patr-B0101 with pseudo-sequence Patr-B0101. The binding affinity (normalized) is 0.222. (6) The peptide sequence is FANHKFTLV. The MHC is HLA-A02:03 with pseudo-sequence HLA-A02:03. The binding affinity (normalized) is 0.969. (7) The peptide sequence is RLNKRSYLI. The MHC is HLA-A02:01 with pseudo-sequence HLA-A02:01. The binding affinity (normalized) is 0.577.